Dataset: Reaction yield outcomes from USPTO patents with 853,638 reactions. Task: Predict the reaction yield, written as a fraction of the theoretical maximum amount of product (1.0 means a 100% yield; for example, 0.34 means a 34% yield). (1) The reactants are [OH:1][C@H:2]1[C@H:11]([NH:12]C(=O)OC(C)(C)C)[CH2:10][C:9]2[N:8]=[CH:7][C:6]([N:20]3[C:25](=[O:26])[CH:24]=[N:23][C:22]4[CH:27]=[CH:28][C:29]([O:31][CH3:32])=[N:30][C:21]3=4)=[CH:5][C:4]=2[CH2:3]1.Cl.O1CCOCC1. The catalyst is C(Cl)Cl. The product is [NH2:12][C@@H:11]1[CH2:10][C:9]2[N:8]=[CH:7][C:6]([N:20]3[C:25](=[O:26])[CH:24]=[N:23][C:22]4[CH:27]=[CH:28][C:29]([O:31][CH3:32])=[N:30][C:21]3=4)=[CH:5][C:4]=2[CH2:3][C@H:2]1[OH:1]. The yield is 0.980. (2) The reactants are [CH3:1][S:2]([C:5]1[CH:10]=[CH:9][C:8]([NH:11][C:12]2[C:13]3[N:14]([C:18]([C:21]#[C:22][Si](C)(C)C)=[CH:19][N:20]=3)[CH:15]=[CH:16][CH:17]=2)=[CH:7][CH:6]=1)(=[O:4])=[O:3].[F-].C([N+](CCCC)(CCCC)CCCC)CCC.CO.C(Cl)Cl. The catalyst is C1COCC1. The product is [C:21]([C:18]1[N:14]2[CH:15]=[CH:16][CH:17]=[C:12]([NH:11][C:8]3[CH:9]=[CH:10][C:5]([S:2]([CH3:1])(=[O:4])=[O:3])=[CH:6][CH:7]=3)[C:13]2=[N:20][CH:19]=1)#[CH:22]. The yield is 1.00. (3) The reactants are Cl.[CH:2]([N:5]1[CH:13]=[C:12]2[C:7]([CH:8]=[CH:9][C:10]([C:14]3[O:18][N:17]=[C:16]([C:19]4[CH:28]=[CH:27][CH:26]=[C:25]5[C:20]=4[CH2:21][CH2:22][NH:23][CH2:24]5)[N:15]=3)=[CH:11]2)=[N:6]1)([CH3:4])[CH3:3].Br[CH2:30][C:31]([O:33][C:34]([CH3:37])([CH3:36])[CH3:35])=[O:32]. No catalyst specified. The product is [C:34]([O:33][C:31](=[O:32])[CH2:30][N:23]1[CH2:22][CH2:21][C:20]2[C:25](=[CH:26][CH:27]=[CH:28][C:19]=2[C:16]2[N:15]=[C:14]([C:10]3[CH:9]=[CH:8][C:7]4[C:12](=[CH:13][N:5]([CH:2]([CH3:4])[CH3:3])[N:6]=4)[CH:11]=3)[O:18][N:17]=2)[CH2:24]1)([CH3:37])([CH3:36])[CH3:35]. The yield is 0.840. (4) The product is [F:1][C:2]1[CH:3]=[C:4]([C:5]([N:48]2[CH2:49][CH2:50][CH2:51][C@H:46]([C:43]3[N:42]=[C:41]([C:38]4[NH:39][CH:40]=[C:36]([C:34]#[N:35])[CH:37]=4)[O:45][N:44]=3)[CH2:47]2)=[O:7])[CH:8]=[CH:9][N:10]=1. The catalyst is C(Cl)Cl. The yield is 0.910. The reactants are [F:1][C:2]1[CH:3]=[C:4]([CH:8]=[CH:9][N:10]=1)[C:5]([OH:7])=O.C1C=NC2N(O)N=NC=2C=1.CCN=C=NCCCN(C)C.Cl.Cl.[C:34]([C:36]1[CH:37]=[C:38]([C:41]2[O:45][N:44]=[C:43]([C@H:46]3[CH2:51][CH2:50][CH2:49][NH:48][CH2:47]3)[N:42]=2)[NH:39][CH:40]=1)#[N:35].C(N(CC)CC)C. (5) The reactants are [Br:1][C:2]1[CH:7]=[CH:6][C:5]([NH:8][C:9](=[O:20])[NH:10][C:11]2[CH:19]=[CH:18][C:14]([C:15]([OH:17])=O)=[CH:13][CH:12]=2)=[C:4]([F:21])[CH:3]=1.[CH3:22][N:23](C=O)[CH3:24].C1C=CC2N(O)N=NC=2C=1.CCN=C=NCCCN(C)C.Cl. The catalyst is O. The product is [Br:1][C:2]1[CH:7]=[CH:6][C:5]([NH:8][C:9](=[O:20])[NH:10][C:11]2[CH:12]=[CH:13][C:14]([C:15]([N:23]([CH3:24])[CH3:22])=[O:17])=[CH:18][CH:19]=2)=[C:4]([F:21])[CH:3]=1. The yield is 0.650. (6) The product is [F:19][C:14]1[C:15]2[NH:16][C:22](=[O:23])[N:9]([C:3]3[CH:4]=[CH:5][C:6]([I:8])=[CH:7][C:2]=3[F:1])[C:10]=2[C:11]([F:21])=[C:12]([F:20])[CH:13]=1. The reactants are [F:1][C:2]1[CH:7]=[C:6]([I:8])[CH:5]=[CH:4][C:3]=1[NH:9][C:10]1[C:15]([N+:16]([O-])=O)=[C:14]([F:19])[CH:13]=[C:12]([F:20])[C:11]=1[F:21].[C:22](N1C=CN=C1)(N1C=CN=C1)=[O:23]. The yield is 0.658. The catalyst is C(Cl)Cl. (7) The reactants are [Cl:1][C:2]1[N:3]=[CH:4][C:5]([C:8]([OH:10])=O)=[N:6][CH:7]=1.C(#N)C.CN(C=O)C.C(Cl)(=O)C(Cl)=O.[NH2:25][C:26]1[CH:27]=[CH:28][C:29]([F:43])=[C:30]([C@:32]23[CH2:40][O:39][CH2:38][C@@:37]2([F:41])[CH2:36][O:35][C:34]([NH2:42])=[N:33]3)[CH:31]=1. The catalyst is C(OCC)(=O)C.O.C(O)C. The product is [NH2:42][C:34]1[O:35][CH2:36][C@:37]2([F:41])[CH2:38][O:39][CH2:40][C@:32]2([C:30]2[CH:31]=[C:26]([NH:25][C:8]([C:5]3[CH:4]=[N:3][C:2]([Cl:1])=[CH:7][N:6]=3)=[O:10])[CH:27]=[CH:28][C:29]=2[F:43])[N:33]=1. The yield is 0.940. (8) The reactants are [CH3:1][O:2][C:3]1[CH:4]=[C:5]([NH2:26])[CH:6]=[CH:7][C:8]=1[C:9]1[O:10][C:11]([C:14]2[C:15]([C:20]3[CH:25]=[CH:24][CH:23]=[CH:22][CH:21]=3)=[N:16][O:17][C:18]=2[CH3:19])=[N:12][N:13]=1.C(N(CC)C(C)C)(C)C.Br[CH2:37][CH:38]1[CH2:40][CH2:39]1.C[Si]([N-][Si](C)(C)C)(C)C.[K+]. The catalyst is C1COCC1. The product is [CH:38]1([CH2:37][CH2:19][C:18]2[O:17][N:16]=[C:15]([C:20]3[CH:21]=[CH:22][CH:23]=[CH:24][CH:25]=3)[C:14]=2[C:11]2[O:10][C:9]([C:8]3[CH:7]=[CH:6][C:5]([NH2:26])=[CH:4][C:3]=3[O:2][CH3:1])=[N:13][N:12]=2)[CH2:40][CH2:39]1. The yield is 0.120. (9) The catalyst is [I-].C([N+](CCCC)(CCCC)CCCC)CCC.C1(C)C=CC=CC=1. The reactants are [C:1]([N:9]1[CH2:14][CH2:13][N:12]([C:15]2[CH:16]=[CH:17][C:18]([N+:28]([O-:30])=[O:29])=[C:19]([NH:21][C:22]3[CH:27]=[CH:26][CH:25]=[CH:24][CH:23]=3)[CH:20]=2)[CH2:11][CH2:10]1)(=[O:8])[C:2]1[CH:7]=[CH:6][CH:5]=[CH:4][CH:3]=1.[CH2:31](Br)[C:32]1[CH:37]=[CH:36][CH:35]=[CH:34][CH:33]=1.[OH-].[K+]. The yield is 0.900. The product is [CH2:31]([N:21]([C:22]1[CH:23]=[CH:24][CH:25]=[CH:26][CH:27]=1)[C:19]1[CH:20]=[C:15]([N:12]2[CH2:11][CH2:10][N:9]([C:1](=[O:8])[C:2]3[CH:7]=[CH:6][CH:5]=[CH:4][CH:3]=3)[CH2:14][CH2:13]2)[CH:16]=[CH:17][C:18]=1[N+:28]([O-:30])=[O:29])[C:32]1[CH:37]=[CH:36][CH:35]=[CH:34][CH:33]=1. (10) The reactants are [Br:1][C:2]1[CH:15]=[CH:14][C:5]([O:6][CH2:7][CH:8]2[CH2:13][CH2:12][NH:11][CH2:10][CH2:9]2)=[CH:4][CH:3]=1.[O:16]1[C:18]2([CH2:21][CH2:20][CH2:19]2)[CH2:17]1.CCN(CC)CC. The catalyst is CCO.O. The product is [Br:1][C:2]1[CH:3]=[CH:4][C:5]([O:6][CH2:7][CH:8]2[CH2:9][CH2:10][N:11]([CH2:17][C:18]3([OH:16])[CH2:21][CH2:20][CH2:19]3)[CH2:12][CH2:13]2)=[CH:14][CH:15]=1. The yield is 0.780.